This data is from Full USPTO retrosynthesis dataset with 1.9M reactions from patents (1976-2016). The task is: Predict the reactants needed to synthesize the given product. (1) Given the product [C:14]1([CH2:13][CH2:12][CH2:11][CH:10]([NH:20][C:21](=[O:33])[CH2:22][CH2:23][CH2:24][NH2:25])[CH2:9][CH2:8][CH2:7][C:1]2[CH:2]=[CH:3][CH:4]=[CH:5][CH:6]=2)[CH:15]=[CH:16][CH:17]=[CH:18][CH:19]=1, predict the reactants needed to synthesize it. The reactants are: [C:1]1([CH2:7][CH2:8][CH2:9][CH:10]([NH:20][C:21](=[O:33])[CH2:22][CH2:23][CH2:24][NH:25]C(OC(C)(C)C)=O)[CH2:11][CH2:12][CH2:13][C:14]2[CH:19]=[CH:18][CH:17]=[CH:16][CH:15]=2)[CH:6]=[CH:5][CH:4]=[CH:3][CH:2]=1.FC(F)(F)C(O)=O. (2) Given the product [CH3:18][O:17][C:15](=[O:16])[CH2:14][CH:9]1[CH2:10][N:11]([CH2:26][CH2:27][CH:28]=[C:29]2[C:35]3[CH:36]=[CH:37][CH:38]=[N:39][C:34]=3[CH2:33][O:32][C:31]3[CH:40]=[CH:41][C:42]([C:44]([OH:47])([CH3:46])[CH3:45])=[CH:43][C:30]2=3)[CH2:12][CH2:13][N:8]1[C:5]1[CH:4]=[CH:3][C:2]([Cl:1])=[CH:7][CH:6]=1, predict the reactants needed to synthesize it. The reactants are: [Cl:1][C:2]1[CH:7]=[CH:6][C:5]([N:8]2[CH2:13][CH2:12][NH:11][CH2:10][CH:9]2[CH2:14][C:15]([O:17][CH3:18])=[O:16])=[CH:4][CH:3]=1.C([O-])([O-])=O.[K+].[K+].Br[CH2:26][CH2:27][CH:28]=[C:29]1[C:35]2[CH:36]=[CH:37][CH:38]=[N:39][C:34]=2[CH2:33][O:32][C:31]2[CH:40]=[CH:41][C:42]([C:44]([OH:47])([CH3:46])[CH3:45])=[CH:43][C:30]1=2. (3) Given the product [Br:1][C:2]1[C:7]([C:8]2[C:13]([F:14])=[CH:12][C:11]([O:32][CH2:31][CH2:30][CH2:29][N:28]([CH3:33])[CH3:27])=[CH:10][C:9]=2[F:16])=[C:6]([NH:17][C@@H:18]([CH3:23])[C:19]([F:22])([F:20])[F:21])[N:5]2[N:24]=[CH:25][N:26]=[C:4]2[N:3]=1, predict the reactants needed to synthesize it. The reactants are: [Br:1][C:2]1[C:7]([C:8]2[C:13]([F:14])=[CH:12][C:11](F)=[CH:10][C:9]=2[F:16])=[C:6]([NH:17][C@@H:18]([CH3:23])[C:19]([F:22])([F:21])[F:20])[N:5]2[N:24]=[CH:25][N:26]=[C:4]2[N:3]=1.[CH3:27][N:28]([CH3:33])[CH2:29][CH2:30][CH2:31][OH:32].[H-].[Na+].O. (4) Given the product [C:11]1([S:17]([O:1][C:2]2[C:7](=[O:8])[CH:6]=[CH:5][N:4]([CH3:9])[C:3]=2[CH3:10])(=[O:19])=[O:18])[CH:16]=[CH:15][CH:14]=[CH:13][CH:12]=1, predict the reactants needed to synthesize it. The reactants are: [OH:1][C:2]1[C:7](=[O:8])[CH:6]=[CH:5][N:4]([CH3:9])[C:3]=1[CH3:10].[C:11]1([S:17](Cl)(=[O:19])=[O:18])[CH:16]=[CH:15][CH:14]=[CH:13][CH:12]=1. (5) Given the product [CH2:39]([O:38][C:36]([C:35]1[N:33]=[CH:34][N:6]2[C:7]=1[CH:8]([CH3:18])[N:9]=[C:10]([C:11]1[CH:16]=[CH:15][CH:14]=[CH:13][C:12]=1[F:17])[C:4]1[CH:3]=[C:2]([Br:1])[CH:21]=[CH:20][C:5]2=1)=[O:37])[CH3:40], predict the reactants needed to synthesize it. The reactants are: [Br:1][C:2]1[CH:21]=[CH:20][C:5]2[NH:6][C:7](=O)[CH:8]([CH3:18])[N:9]=[C:10]([C:11]3[CH:16]=[CH:15][CH:14]=[CH:13][C:12]=3[F:17])[C:4]=2[CH:3]=1.[H-].[Na+].P(Cl)(OCC)(OCC)=O.[N+:33]([CH2:35][C:36]([O:38][CH2:39][CH3:40])=[O:37])#[C-:34].[H-].[Na+].C1COCC1. (6) Given the product [C:1]1([S:11]([CH2:14][C:15]2[CH:16]=[C:17]([CH:18]=[CH:19][C:20]=2[N+:21]([O-:23])=[O:22])[CH:24]=[O:25])(=[O:12])=[O:13])[C:10]2[C:5](=[CH:6][CH:7]=[CH:8][CH:9]=2)[CH:4]=[CH:3][CH:2]=1, predict the reactants needed to synthesize it. The reactants are: [C:1]1([S:11]([CH2:14][C:15]2[CH:16]=[C:17]([CH:24]3OCC[O:25]3)[CH:18]=[CH:19][C:20]=2[N+:21]([O-:23])=[O:22])(=[O:13])=[O:12])[C:10]2[C:5](=[CH:6][CH:7]=[CH:8][CH:9]=2)[CH:4]=[CH:3][CH:2]=1.Cl. (7) Given the product [Cl:1][C:2]1[CH:3]=[C:4]([C:9]2[CH2:14][CH2:13][NH:12][CH2:11][CH:10]=2)[CH:5]=[CH:6][C:7]=1[F:8], predict the reactants needed to synthesize it. The reactants are: [Cl:1][C:2]1[CH:3]=[C:4]([C:9]2(O)[CH2:14][CH2:13][N:12](C(OCC3C=CC=CC=3)=O)[CH2:11][CH2:10]2)[CH:5]=[CH:6][C:7]=1[F:8].FC(F)(F)C(O)=O. (8) Given the product [F:30][C:21]1[CH:22]=[C:23]([O:28][CH3:29])[C:24]([O:26][CH3:27])=[CH:25][C:20]=1[CH:6]([NH:7][C:8]1[CH:13]=[CH:12][C:11]([C:14]2[N:18]=[C:17]([CH3:19])[O:16][N:15]=2)=[CH:10][CH:9]=1)[C:5]1[NH:4][C:3](=[O:33])[N:35]([C:37]2[N:38]=[N:39][CH:40]=[CH:41][CH:42]=2)[N:36]=1, predict the reactants needed to synthesize it. The reactants are: CO[C:3](=[O:33])[N:4]=[C:5](SC)[C:6]([C:20]1[CH:25]=[C:24]([O:26][CH3:27])[C:23]([O:28][CH3:29])=[CH:22][C:21]=1[F:30])=[N:7][C:8]1[CH:13]=[CH:12][C:11]([C:14]2[N:18]=[C:17]([CH3:19])[O:16][N:15]=2)=[CH:10][CH:9]=1.Cl.[NH:35]([C:37]1[N:38]=[N:39][CH:40]=[CH:41][CH:42]=1)[NH2:36].C(N(CC)CC)C. (9) Given the product [NH2:22][CH2:23][C:24]1[CH:29]=[CH:28][C:27]([C:2]2[N:6]3[N:7]=[C:8]([NH:11][CH2:12][CH2:13][CH2:14][C:15]4[CH:20]=[CH:19][CH:18]=[CH:17][CH:16]=4)[CH:9]=[CH:10][C:5]3=[N:4][CH:3]=2)=[CH:26][CH:25]=1, predict the reactants needed to synthesize it. The reactants are: Br[C:2]1[N:6]2[N:7]=[C:8]([NH:11][CH2:12][CH2:13][CH2:14][C:15]3[CH:20]=[CH:19][CH:18]=[CH:17][CH:16]=3)[CH:9]=[CH:10][C:5]2=[N:4][CH:3]=1.Cl.[NH2:22][CH2:23][C:24]1[CH:29]=[CH:28][C:27](B(O)O)=[CH:26][CH:25]=1.C([O-])([O-])=O.[K+].[K+]. (10) Given the product [CH3:1][C:2]1([CH3:10])[CH2:6][CH2:7][N:11]([CH2:12][CH2:13][OH:14])[CH2:3]1, predict the reactants needed to synthesize it. The reactants are: [CH3:1][C:2]([CH3:10])([CH2:6][C:7](O)=O)[C:3](O)=O.[NH2:11][CH2:12][CH2:13][OH:14].